Predict which catalyst facilitates the given reaction. From a dataset of Catalyst prediction with 721,799 reactions and 888 catalyst types from USPTO. (1) Product: [CH3:9][O:10][C:11]([C:12]1[S:13][C:14]2[N:15]([C:16](=[O:28])[N:17]([CH2:21][C:22]3[CH:27]=[CH:26][CH:25]=[CH:24][CH:23]=3)[C:18](=[O:20])[CH:19]=2)[CH:1]=1)=[O:29]. The catalyst class is: 7. Reactant: [CH3:1]OC(OC)N(C)C.[CH3:9][O:10][C:11](=[O:29])[CH2:12][S:13][C:14]1[NH:15][C:16](=[O:28])[N:17]([CH2:21][C:22]2[CH:27]=[CH:26][CH:25]=[CH:24][CH:23]=2)[C:18](=[O:20])[CH:19]=1.O1CCOCC1. (2) Reactant: [Br:1][C:2]1[C:10]2[C:5](=[CH:6][C:7]([N+:12]([O-:14])=[O:13])=[C:8]([CH3:11])[CH:9]=2)[N:4]([C:15]([C:28]2[CH:33]=[CH:32][CH:31]=[CH:30][CH:29]=2)([C:22]2[CH:27]=[CH:26][CH:25]=[CH:24][CH:23]=2)[C:16]2[CH:21]=[CH:20][CH:19]=[CH:18][CH:17]=2)[N:3]=1.C1C(=O)N([Br:41])C(=O)C1.CC(N=NC(C#N)(C)C)(C#N)C. Product: [Br:1][C:2]1[C:10]2[C:5](=[CH:6][C:7]([N+:12]([O-:14])=[O:13])=[C:8]([CH2:11][Br:41])[CH:9]=2)[N:4]([C:15]([C:28]2[CH:33]=[CH:32][CH:31]=[CH:30][CH:29]=2)([C:22]2[CH:23]=[CH:24][CH:25]=[CH:26][CH:27]=2)[C:16]2[CH:21]=[CH:20][CH:19]=[CH:18][CH:17]=2)[N:3]=1. The catalyst class is: 53. (3) Reactant: [F:1][C:2]1[CH:11]=[CH:10][C:9]2[N:8]=[CH:7][C:6](=[O:12])[N:5]3[CH2:13][C:14]([OH:18])([C:15]([OH:17])=[O:16])[C:3]=1[C:4]=23.F[C:20]1C(C2(C([O-])=O)CO2)=C2C(=CC=1)N=CC(OC)=N2.S(=O)(=O)(O)O. Product: [F:1][C:2]1[CH:11]=[CH:10][C:9]2[N:8]=[CH:7][C:6](=[O:12])[N:5]3[CH2:13][C:14]([OH:18])([C:15]([O:17][CH3:20])=[O:16])[C:3]=1[C:4]=23. The catalyst class is: 5. (4) Reactant: [CH3:1][C@H:2]1[CH2:7][CH2:6][C@H:5]([C:8](Cl)=[O:9])[CH2:4][CH2:3]1.[CH3:11][O:12][C:13]([C:15]1[S:16][C:17]([C:21]#[C:22][C:23]([CH3:26])([CH3:25])[CH3:24])=[CH:18][C:19]=1[NH2:20])=[O:14].O. Product: [CH3:11][O:12][C:13]([C:15]1[S:16][C:17]([C:21]#[C:22][C:23]([CH3:26])([CH3:25])[CH3:24])=[CH:18][C:19]=1[NH:20][C:8]([C@H:5]1[CH2:6][CH2:7][C@H:2]([CH3:1])[CH2:3][CH2:4]1)=[O:9])=[O:14]. The catalyst class is: 576. (5) Reactant: [NH2:1][C:2]1[N:10]=[C:9]([NH:11][CH2:12][CH2:13][CH2:14][CH3:15])[N:8]=[C:7]2[C:3]=1[N:4]=[C:5]([O:36][CH3:37])[N:6]2[CH2:16][CH2:17][CH2:18][CH2:19][CH:20]1[CH2:25][CH2:24][N:23](C(OCC2C=CC=CC=2)=O)[CH2:22][CH2:21]1. Product: [CH2:12]([NH:11][C:9]1[N:8]=[C:7]2[C:3]([N:4]=[C:5]([O:36][CH3:37])[N:6]2[CH2:16][CH2:17][CH2:18][CH2:19][CH:20]2[CH2:21][CH2:22][NH:23][CH2:24][CH2:25]2)=[C:2]([NH2:1])[N:10]=1)[CH2:13][CH2:14][CH3:15]. The catalyst class is: 63. (6) Reactant: Cl[C:2]1[C:7]2[CH:8]=[CH:9][CH:10]=[CH:11][C:6]=2[O:5][C:4](=[O:12])[N:3]=1.[C:13]([C:15]1([NH:24][C:25](=[O:35])[CH:26]([NH2:34])[CH2:27][CH2:28][C:29]([CH3:33])([CH3:32])[CH2:30][CH3:31])[CH2:20][CH2:19][N:18]([CH2:21][CH2:22][CH3:23])[CH2:17][CH2:16]1)#[N:14].CN1CCOCC1. Product: [C:13]([C:15]1([NH:24][C:25](=[O:35])[CH:26]([NH:34][C:2]2[C:7]3[CH:8]=[CH:9][CH:10]=[CH:11][C:6]=3[O:5][C:4](=[O:12])[N:3]=2)[CH2:27][CH2:28][C:29]([CH3:33])([CH3:32])[CH2:30][CH3:31])[CH2:16][CH2:17][N:18]([CH2:21][CH2:22][CH3:23])[CH2:19][CH2:20]1)#[N:14]. The catalyst class is: 10. (7) Reactant: [F:1][C:2]1[CH:7]=[C:6]([CH3:8])[C:5]([S:9]([CH2:11][C:12]([F:15])([F:14])[F:13])=[O:10])=[CH:4][C:3]=1[N:16]1[CH:21]=[CH:20][C:19](=[O:22])[NH:18][C:17]1=[O:23].[CH3:24]I.[H-].[Na+]. Product: [F:1][C:2]1[CH:7]=[C:6]([CH3:8])[C:5]([S:9]([CH2:11][C:12]([F:15])([F:13])[F:14])=[O:10])=[CH:4][C:3]=1[N:16]1[CH:21]=[CH:20][C:19](=[O:22])[N:18]([CH3:24])[C:17]1=[O:23]. The catalyst class is: 9. (8) The catalyst class is: 3. Reactant: [NH2:1][C:2]1[CH:3]=[CH:4][C:5]([CH3:20])=[C:6]([CH:19]=1)[C:7]([NH:9][C:10]1[CH:11]=[C:12]2[N:18]=[CH:17][NH:16][C:13]2=[N:14][CH:15]=1)=[O:8].N1C=CC=CC=1.[C:27](Cl)(=[O:34])[C:28]1[CH:33]=[CH:32][CH:31]=[CH:30][CH:29]=1. Product: [C:27]([NH:1][C:2]1[CH:3]=[CH:4][C:5]([CH3:20])=[C:6]([CH:19]=1)[C:7]([NH:9][C:10]1[CH:11]=[C:12]2[N:18]=[CH:17][NH:16][C:13]2=[N:14][CH:15]=1)=[O:8])(=[O:34])[C:28]1[CH:33]=[CH:32][CH:31]=[CH:30][CH:29]=1.